Dataset: Catalyst prediction with 721,799 reactions and 888 catalyst types from USPTO. Task: Predict which catalyst facilitates the given reaction. (1) The catalyst class is: 15. Reactant: [CH:1]([NH:4][C:5]([C:7]1[CH:8]=[CH:9][C:10]2[O:14][C:13]3[CH:15]=[C:16]([S:19]([NH:22][C@@H:23]([CH:28]([CH3:30])[CH3:29])[C:24]([O:26]C)=[O:25])(=[O:21])=[O:20])[CH:17]=[CH:18][C:12]=3[C:11]=2[CH:31]=1)=[NH:6])([CH3:3])[CH3:2].Cl. Product: [CH:1]([NH:4][C:5]([C:7]1[CH:8]=[CH:9][C:10]2[O:14][C:13]3[CH:15]=[C:16]([S:19]([NH:22][C@@H:23]([CH:28]([CH3:30])[CH3:29])[C:24]([OH:26])=[O:25])(=[O:21])=[O:20])[CH:17]=[CH:18][C:12]=3[C:11]=2[CH:31]=1)=[NH:6])([CH3:3])[CH3:2]. (2) Product: [N:14]([CH2:2][C:3]1[CH:8]=[CH:7][C:6]([S:9]([NH:12][CH3:13])(=[O:11])=[O:10])=[CH:5][CH:4]=1)=[N+:15]=[N-:16]. Reactant: Br[CH2:2][C:3]1[CH:8]=[CH:7][C:6]([S:9]([NH:12][CH3:13])(=[O:11])=[O:10])=[CH:5][CH:4]=1.[N-:14]=[N+:15]=[N-:16].[Na+].O. The catalyst class is: 39. (3) Reactant: [CH:1]([NH:4][C:5]([N:7]1[CH2:12][CH2:11][CH:10]([CH2:13][OH:14])[CH2:9][CH2:8]1)=[O:6])([CH3:3])[CH3:2].C(N(CC)CC)C.[CH3:22][S:23](Cl)(=[O:25])=[O:24].O. Product: [CH3:22][S:23]([O:14][CH2:13][CH:10]1[CH2:11][CH2:12][N:7]([C:5](=[O:6])[NH:4][CH:1]([CH3:3])[CH3:2])[CH2:8][CH2:9]1)(=[O:25])=[O:24]. The catalyst class is: 4. (4) Reactant: [C:1]([C:5]1[CH:10]=[C:9]([CH:11]2[CH2:15][CH2:14][CH2:13][O:12]2)[CH:8]=[CH:7][N:6]=1)([O:3]C)=O.[CH2:16]([C:23]1[CH:24]=[C:25]([C:29](=[O:31])[CH3:30])[CH:26]=[CH:27][CH:28]=1)[C:17]1[CH:22]=[CH:21][CH:20]=[CH:19][CH:18]=1.[O-]CC.[Na+]. Product: [CH2:16]([C:23]1[CH:24]=[C:25]([C:29](=[O:31])[CH2:30][C:1]([C:5]2[CH:10]=[C:9]([CH:11]3[CH2:15][CH2:14][CH2:13][O:12]3)[CH:8]=[CH:7][N:6]=2)=[O:3])[CH:26]=[CH:27][CH:28]=1)[C:17]1[CH:18]=[CH:19][CH:20]=[CH:21][CH:22]=1. The catalyst class is: 1. (5) Product: [CH3:15][C@@H:14]1[CH2:13][C:12]2[CH:16]=[C:17]3[O:22][CH2:21][O:20][C:18]3=[CH:19][C:11]=2[C:10]([C:23]2[CH:28]=[CH:27][C:26]([N+:29]([O-:31])=[O:30])=[C:25]([CH3:32])[CH:24]=2)=[N:9][N:8]1[C:6](=[S:7])[NH:5][NH2:4]. Reactant: C(C1[S:7][C:6]([N:8]2[C@H:14]([CH3:15])[CH2:13][C:12]3[CH:16]=[C:17]4[O:22][CH2:21][O:20][C:18]4=[CH:19][C:11]=3[C:10]([C:23]3[CH:28]=[CH:27][C:26]([N+:29]([O-:31])=[O:30])=[C:25]([CH3:32])[CH:24]=3)=[N:9]2)=[N:5][N:4]=1)C.CC1CC2C=C3OCOC3=CC=2C(C2C=CC([N+]([O-])=O)=CC=2)=NN1C(=S)NN. The catalyst class is: 22. (6) Reactant: O.[C:2]1([NH:8][C:9]2[C:14]([NH2:15])=[CH:13][CH:12]=[CH:11][N:10]=2)[CH:7]=[CH:6][CH:5]=[CH:4][CH:3]=1.C=O.[CH:18]([O-])=O.[NH4+]. Product: [CH3:18][NH:15][C:14]1[C:9]([NH:8][C:2]2[CH:7]=[CH:6][CH:5]=[CH:4][CH:3]=2)=[N:10][CH:11]=[CH:12][CH:13]=1. The catalyst class is: 43. (7) Reactant: [C:1]([O:4][CH2:5][C:6]([CH3:36])([CH3:35])[CH2:7][N:8]1[C:14]2[CH:15]=[CH:16][C:17]([Cl:19])=[CH:18][C:13]=2[C@@H:12]([C:20]2[CH:25]=[CH:24][CH:23]=[C:22]([O:26][CH3:27])[C:21]=2[O:28][CH3:29])[O:11][C@H:10]([CH2:30][C:31](O)=[O:32])[C:9]1=[O:34])(=[O:3])[CH3:2].C(N(CC)CC)C.ClC(OCC(C)C)=O.Cl.[NH2:53][C:54]1[S:55][C:56]([CH2:59][CH2:60][C:61]([O:63][CH2:64][CH3:65])=[O:62])=[CH:57][N:58]=1.N1C=CC=CC=1. Product: [C:1]([O:4][CH2:5][C:6]([CH3:36])([CH3:35])[CH2:7][N:8]1[C:14]2[CH:15]=[CH:16][C:17]([Cl:19])=[CH:18][C:13]=2[C@@H:12]([C:20]2[CH:25]=[CH:24][CH:23]=[C:22]([O:26][CH3:27])[C:21]=2[O:28][CH3:29])[O:11][C@H:10]([CH2:30][C:31]([NH:53][C:54]2[S:55][C:56]([CH2:59][CH2:60][C:61]([O:63][CH2:64][CH3:65])=[O:62])=[CH:57][N:58]=2)=[O:32])[C:9]1=[O:34])(=[O:3])[CH3:2]. The catalyst class is: 35. (8) Reactant: [F:1][C:2]1[CH:3]=[C:4]2[C:10]([C:11]3[N:12]=[C:13](I)[C:14]4[C:19]([CH3:21])([CH3:20])[C:18](=[O:22])[NH:17][C:15]=4[N:16]=3)=[N:9][N:8]([CH2:24][C:25]3[C:30]([F:31])=[CH:29][CH:28]=[CH:27][N:26]=3)[C:5]2=[N:6][CH:7]=1.[F:32][C:33]([F:37])([F:36])[CH2:34][NH2:35]. The catalyst class is: 60. Product: [F:1][C:2]1[CH:3]=[C:4]2[C:10]([C:11]3[N:12]=[C:13]([NH:35][CH2:34][C:33]([F:37])([F:36])[F:32])[C:14]4[C:19]([CH3:21])([CH3:20])[C:18](=[O:22])[NH:17][C:15]=4[N:16]=3)=[N:9][N:8]([CH2:24][C:25]3[C:30]([F:31])=[CH:29][CH:28]=[CH:27][N:26]=3)[C:5]2=[N:6][CH:7]=1. (9) Product: [Cl:1][C:2]1[C:3]([CH2:8][NH2:9])=[N:4][CH:5]=[CH:6][N:7]=1. The catalyst class is: 32. Reactant: [Cl:1][C:2]1[C:3]([CH2:8][N:9](C=O)C=O)=[N:4][CH:5]=[CH:6][N:7]=1.Cl.C(N)=O. (10) Reactant: C[O:2][C:3](=[O:30])[CH2:4][C:5]1[CH:10]=[CH:9][CH:8]=[C:7]([O:11][CH2:12][CH2:13][CH2:14][NH:15][CH2:16][CH:17]([C:24]2[CH:29]=[CH:28][CH:27]=[CH:26][CH:25]=2)[C:18]2[CH:23]=[CH:22][CH:21]=[CH:20][CH:19]=2)[CH:6]=1.[OH-].[Na+]. Product: [C:24]1([CH:17]([C:18]2[CH:19]=[CH:20][CH:21]=[CH:22][CH:23]=2)[CH2:16][NH:15][CH2:14][CH2:13][CH2:12][O:11][C:7]2[CH:6]=[C:5]([CH2:4][C:3]([OH:30])=[O:2])[CH:10]=[CH:9][CH:8]=2)[CH:25]=[CH:26][CH:27]=[CH:28][CH:29]=1. The catalyst class is: 5.